Predict the reaction yield, written as a fraction of the theoretical maximum amount of product (1.0 means a 100% yield; for example, 0.34 means a 34% yield). From a dataset of Reaction yield outcomes from USPTO patents with 853,638 reactions. (1) The reactants are [C:1]1([CH3:9])[CH:6]=[CH:5][C:4]([CH:7]=O)=[CH:3][CH:2]=1.[C:10]([NH:13][CH2:14][C:15]([OH:17])=[O:16])(=O)[CH3:11].C([O-])(=O)C.[Na+]. The catalyst is C(OC(=O)C)(=O)C. The product is [CH3:11][C:10]1[O:17][C:15](=[O:16])/[C:14](=[CH:7]/[C:4]2[CH:5]=[CH:6][C:1]([CH3:9])=[CH:2][CH:3]=2)/[N:13]=1. The yield is 0.420. (2) The reactants are Cl[C:2]1[N:9]=[C:8]([C:10]([F:13])([F:12])[F:11])[CH:7]=[CH:6][C:3]=1[C:4]#[N:5].[CH3:14][O-:15].[Na+]. The catalyst is CO. The product is [CH3:14][O:15][C:2]1[C:3]([C:4]#[N:5])=[CH:6][CH:7]=[C:8]([C:10]([F:13])([F:12])[F:11])[N:9]=1. The yield is 0.970. (3) The reactants are [N:1]1([CH2:6][CH2:7][N:8]2[C:17]3[C:12](=[CH:13][CH:14]=[CH:15][CH:16]=3)[CH2:11][CH2:10][C:9]2=O)[CH2:5][CH2:4][CH2:3][CH2:2]1.[H-].[H-].[H-].[H-].[Li+].[Al+3].[OH-].[Na+].[O-]S([O-])(=O)=O.[Na+].[Na+]. The catalyst is C1COCC1. The product is [N:1]1([CH2:6][CH2:7][N:8]2[C:17]3[C:12](=[CH:13][CH:14]=[CH:15][CH:16]=3)[CH2:11][CH2:10][CH2:9]2)[CH2:2][CH2:3][CH2:4][CH2:5]1. The yield is 0.851. (4) The product is [N+:1]([C:4]1[CH:5]=[N:6][N:7]([C:9]2[CH:14]=[CH:13][CH:12]=[CH:11][CH:10]=2)[CH:8]=1)([O-:3])=[O:2]. The yield is 0.660. The catalyst is CO. The reactants are [N+:1]([C:4]1[CH:5]=[N:6][NH:7][CH:8]=1)([O-:3])=[O:2].[C:9]1(B(O)O)[CH:14]=[CH:13][CH:12]=[CH:11][CH:10]=1.[OH-].[Na+].